Dataset: Full USPTO retrosynthesis dataset with 1.9M reactions from patents (1976-2016). Task: Predict the reactants needed to synthesize the given product. (1) Given the product [CH3:14][N:15]1[C:19]2[CH:20]=[CH:21][CH:22]=[CH:23][C:18]=2[N:17]=[C:16]1[NH:24][N:25]=[C:1]([C:4]1[N:5]=[CH:6][C:7]2[C:12]([CH:13]=1)=[CH:11][CH:10]=[CH:9][CH:8]=2)[CH3:2], predict the reactants needed to synthesize it. The reactants are: [C:1]([C:4]1[N:5]=[CH:6][C:7]2[C:12]([CH:13]=1)=[CH:11][CH:10]=[CH:9][CH:8]=2)(=O)[CH3:2].[CH3:14][N:15]1[C:19]2[CH:20]=[CH:21][CH:22]=[CH:23][C:18]=2[N:17]=[C:16]1[NH:24][NH2:25]. (2) Given the product [Cl:22][C:23]1[N:24]=[CH:25][N:26]([CH2:31][O:32][CH2:33][CH2:34][Si:35]([CH3:38])([CH3:37])[CH3:36])[C:27]=1[C:28]([NH:1][CH2:2][C:3]1[CH:8]=[CH:7][C:6]([CH2:9][CH3:10])=[C:5]([O:11][C:12]2[CH:13]=[C:14]([C:15]#[N:16])[CH:17]=[C:18]([Cl:20])[CH:19]=2)[C:4]=1[F:21])=[O:29], predict the reactants needed to synthesize it. The reactants are: [NH2:1][CH2:2][C:3]1[C:4]([F:21])=[C:5]([O:11][C:12]2[CH:13]=[C:14]([CH:17]=[C:18]([Cl:20])[CH:19]=2)[C:15]#[N:16])[C:6]([CH2:9][CH3:10])=[CH:7][CH:8]=1.[Cl:22][C:23]1[N:24]=[CH:25][N:26]([CH2:31][O:32][CH2:33][CH2:34][Si:35]([CH3:38])([CH3:37])[CH3:36])[C:27]=1[C:28](O)=[O:29].C(Cl)CCl.C1C=CC2N(O)N=NC=2C=1.C([O-])(O)=O.[Na+].